From a dataset of Full USPTO retrosynthesis dataset with 1.9M reactions from patents (1976-2016). Predict the reactants needed to synthesize the given product. (1) The reactants are: N1C2C=CC=NC=2NC=1.[H-].[Na+].ClC[C:14]1[CH:24]=[CH:23][C:17]2[N:18]=[C:19]([S:21][CH3:22])[S:20][C:16]=2[CH:15]=1.O. Given the product [CH3:22][S:21][C:19]1[S:20][C:16]2[CH:15]=[CH:14][CH:24]=[CH:23][C:17]=2[N:18]=1, predict the reactants needed to synthesize it. (2) Given the product [F:23][C:2]([F:1])([F:24])[C:3]1[CH:22]=[CH:21][C:6]([O:7][C:8]2[C:13]3[S:14][C:15]([C:17]([OH:19])=[O:18])=[CH:16][C:12]=3[CH:11]=[CH:10][CH:9]=2)=[CH:5][CH:4]=1, predict the reactants needed to synthesize it. The reactants are: [F:1][C:2]([F:24])([F:23])[C:3]1[CH:22]=[CH:21][C:6]([O:7][C:8]2[C:13]3[S:14][C:15]([C:17]([O:19]C)=[O:18])=[CH:16][C:12]=3[CH:11]=[CH:10][CH:9]=2)=[CH:5][CH:4]=1.O.[OH-].[Li+].O.Cl. (3) Given the product [CH:13]([S:1][CH2:2][C:3]([NH:5][CH3:6])=[O:4])([C:7]1[CH:12]=[CH:11][CH:10]=[CH:9][CH:8]=1)[C:15]1[CH:20]=[CH:19][CH:18]=[CH:17][CH:16]=1, predict the reactants needed to synthesize it. The reactants are: [SH:1][CH2:2][C:3]([NH:5][CH3:6])=[O:4].[C:7]1([CH:13]([C:15]2[CH:20]=[CH:19][CH:18]=[CH:17][CH:16]=2)O)[CH:12]=[CH:11][CH:10]=[CH:9][CH:8]=1. (4) Given the product [CH:8]([C:7]1[C:6](=[O:11])[N:5]2[N:12]=[CH:13][C:14]([C:15]#[N:16])=[C:4]2[NH:3][C:2]=1[N:17]1[CH2:22][CH2:21][CH2:20][CH2:19][CH2:18]1)([CH3:10])[CH3:9], predict the reactants needed to synthesize it. The reactants are: Cl[C:2]1[NH:3][C:4]2[N:5]([N:12]=[CH:13][C:14]=2[C:15]#[N:16])[C:6](=[O:11])[C:7]=1[CH:8]([CH3:10])[CH3:9].[NH:17]1[CH2:22][CH2:21][CH2:20][CH2:19][CH2:18]1.CC(OC1C=CC=C(OC(C)C)C=1C1C(P(C2CCCCC2)C2CCCCC2)=CC=CC=1)C.CC([O-])(C)C.[Na+]. (5) Given the product [OH:4][CH:3]([CH:5]1[CH2:6][CH2:7][N:8]([CH2:11][C:12]2[CH:13]=[CH:14][CH:15]=[CH:16][CH:17]=2)[CH2:9][CH2:10]1)[CH2:2][NH:1][C:23](=[O:24])[O:22][C:19]([CH3:21])([CH3:20])[CH3:18], predict the reactants needed to synthesize it. The reactants are: [NH2:1][CH2:2][CH:3]([CH:5]1[CH2:10][CH2:9][N:8]([CH2:11][C:12]2[CH:17]=[CH:16][CH:15]=[CH:14][CH:13]=2)[CH2:7][CH2:6]1)[OH:4].[CH3:18][C:19]([O:22][C:23](O[C:23]([O:22][C:19]([CH3:21])([CH3:20])[CH3:18])=[O:24])=[O:24])([CH3:21])[CH3:20]. (6) Given the product [NH:14]([C:10]1[CH:9]=[C:8]([N:5]2[CH2:6][CH2:7][N:2]([CH3:1])[CH2:3][CH2:4]2)[N:13]=[CH:12][N:11]=1)[NH2:15], predict the reactants needed to synthesize it. The reactants are: [CH3:1][N:2]1[CH2:7][CH2:6][N:5]([C:8]2[N:13]=[CH:12][N:11]=[C:10]([NH:14][N:15]=C(C3C=CC=CC=3)C3C=CC=CC=3)[CH:9]=2)[CH2:4][CH2:3]1. (7) Given the product [OH:19][CH2:18][CH2:17][N:13]1[CH2:14][CH2:15][N:10]([C:7]2[CH:6]=[CH:5][C:4]([N+:1]([O-:3])=[O:2])=[CH:9][CH:8]=2)[CH2:11][CH2:12]1, predict the reactants needed to synthesize it. The reactants are: [N+:1]([C:4]1[CH:9]=[CH:8][C:7]([N:10]2[CH2:15][CH2:14][NH:13][CH2:12][CH2:11]2)=[CH:6][CH:5]=1)([O-:3])=[O:2].Br[CH2:17][CH2:18][OH:19].CCN(C(C)C)C(C)C. (8) Given the product [CH2:8]1[O:7][C:6]2[CH:10]=[C:2]3[C:3]([CH:11]=[C:36]([N+:33]([O-:35])=[O:34])[CH2:37][O:1]3)=[CH:4][C:5]=2[O:9]1, predict the reactants needed to synthesize it. The reactants are: [OH:1][C:2]1[C:3]([CH:11]=O)=[CH:4][C:5]2[O:9][CH2:8][O:7][C:6]=2[CH:10]=1.C(NCCCC)CCC.C1(=O)OC(=O)C2=CC=CC=C12.[N+:33]([CH:36](O)[CH3:37])([O-:35])=[O:34].